Task: Predict which catalyst facilitates the given reaction.. Dataset: Catalyst prediction with 721,799 reactions and 888 catalyst types from USPTO (1) Reactant: [N+:1]([C:4]1[CH:5]=[N:6][N:7]([CH2:9][CH2:10][CH2:11][OH:12])[CH:8]=1)([O-])=O. Product: [NH2:1][C:4]1[CH:5]=[N:6][N:7]([CH2:9][CH2:10][CH2:11][OH:12])[CH:8]=1. The catalyst class is: 19. (2) Reactant: [CH3:1][O:2][C:3]1[CH:18]=[CH:17][C:6]([C:7]([NH:9][C:10]2[C:11]([NH2:16])=[CH:12][CH:13]=[CH:14][CH:15]=2)=[O:8])=[CH:5][CH:4]=1.N1C=CC=CC=1.[CH:25]1[C:34]2[C:29](=[CH:30][CH:31]=[CH:32][CH:33]=2)[CH:28]=[CH:27][C:26]=1[C:35](Cl)=[O:36].Cl. Product: [CH3:1][O:2][C:3]1[CH:4]=[CH:5][C:6]([C:7]([NH:9][C:10]2[C:11]([NH:16][C:35]([C:26]3[CH:27]=[CH:28][C:29]4[C:34](=[CH:33][CH:32]=[CH:31][CH:30]=4)[CH:25]=3)=[O:36])=[CH:12][CH:13]=[CH:14][CH:15]=2)=[O:8])=[CH:17][CH:18]=1. The catalyst class is: 789. (3) Reactant: [F:1][C:2]1[CH:3]=[CH:4][CH:5]=[C:6]2[C:11]=1[C:10](=[O:12])[NH:9][N:8]=[CH:7]2.[Cl:13][C:14]1[CH:21]=[CH:20][CH:19]=[C:18](F)[C:15]=1[CH:16]=[O:17].C(=O)([O-])[O-].[Cs+].[Cs+].O. Product: [Cl:13][C:14]1[CH:21]=[CH:20][CH:19]=[C:18]([N:9]2[N:8]=[CH:7][C:6]3[C:11](=[C:2]([F:1])[CH:3]=[CH:4][CH:5]=3)[C:10]2=[O:12])[C:15]=1[CH:16]=[O:17]. The catalyst class is: 80. (4) Reactant: [F:1][C:2]([F:14])([F:13])[S:3]([C:6]1[CH:11]=[CH:10][C:9]([OH:12])=[CH:8][CH:7]=1)(=[O:5])=[O:4].[N+:15]([O-])([OH:17])=[O:16]. Product: [N+:15]([C:8]1[CH:7]=[C:6]([S:3]([C:2]([F:13])([F:1])[F:14])(=[O:4])=[O:5])[CH:11]=[CH:10][C:9]=1[OH:12])([O-:17])=[O:16]. The catalyst class is: 15.